From a dataset of Experimentally validated miRNA-target interactions with 360,000+ pairs, plus equal number of negative samples. Binary Classification. Given a miRNA mature sequence and a target amino acid sequence, predict their likelihood of interaction. (1) The miRNA is hsa-miR-29a-3p with sequence UAGCACCAUCUGAAAUCGGUUA. The protein sequence of the target gene is MFRTKRSALVRRLWRSRAPGGEDEEEGVGGGGGGGELRGEGATDGRAYGAGGGGAGRAGCCLGKAVRGAKGHHHPHPPTSGAGAAGGAEADLKALTHSVLKKLKERQLELLLQAVESRGGTRTACLLLPGRLDCRLGPGAPASAQPAQPPSSYSLPLLLCKVFRWPDLRHSSEVKRLCCCESYGKINPELVCCNPHHLSRLCELESPPPPYSRYPMDFLKPTAGCPDAVPSSAETGGTNYLAPGGLSDSQLLLEPGDRSHWCVVAYWEEKTRVGRLYCVQEPSLDIFYDLPQGNGFCLGQ.... Result: 0 (no interaction). (2) The protein sequence of the target gene is MEEVRCPEHGTFCFLKTGVRDGPNKGKSFYVCRADTCSFVRATDIPVSHCLLHEDFVVELQGLLLPQDKKEYRLFFRCIRSKAEGKRWCGSIPWQDPDSKEHSVSNKSQHASETFHHSSNWLRNPFKVLDKNQEPALWKQLIKGEGEEKKADKKQREKGDQLFDQKKEQKPEMMEKDLSSGLVPKKKQSVVQEKKQEEGAEIQCEAETGGTHKRDFSEIKSQQCQGNELTRPSASSQEKSSGKSQDVQRESEPLREKVTQLLPQNVHSHNSISKPQKGGPLNKEYTNWEAKETKAKDGPS.... The miRNA is hsa-miR-1248 with sequence ACCUUCUUGUAUAAGCACUGUGCUAAA. Result: 1 (interaction). (3) The protein sequence of the target gene is MRALRAGLTLASGAGLGAVVEGWRRRREDARAAPGLLGRLPVLPVAAAAELPPVPGGPRGPGELAKYGLPGLAQLKSRESYVLCYDPRTRGALWVVEQLRPERLRGDGDRRECDFREDDSVHAYHRATNADYRGSGFDRGHLAAAANHRWSQKAMDDTFYLSNVAPQVPHLNQNAWNNLEKYSRSLTRSYQNVYVCTGPLFLPRTEADGKSYVKYQVIGKNHVAVPTHFFKVLILEAAGGQIELRTYVMPNAPVDEAIPLERFLVPIESIERASGLLFVPNILARAGSLKAITAGSK. Result: 0 (no interaction). The miRNA is hsa-miR-370-5p with sequence CAGGUCACGUCUCUGCAGUUAC. (4) The miRNA is mmu-miR-694 with sequence CUGAAAAUGUUGCCUGAAG. The protein sequence of the target gene is MGGPAAARTGAGGLRALLLALVAAGVPAGAYNLDAQRPVRFQGPSGSFFGYAVLEHFHDNTRWVLVGAPKADSKYSTSVKSPGAVFKCRVHTNPDRRCTELDMARGRTRGAPCGKTCRGDRDDEWMGVSLARQPRADGRVLACAHRWKNIYYEADHILPHGFCYLIPSNLQAKGKVLIPCYEEYKKKYGEEHGSCQAGIAGFFTEELVVMGAPGSFYWAGTLKVLNLTDNTYFKLNDEAIMNRRYTYLGYAVTAGHFSHPSITDVVGGAPQDEGIGKVYIFRADRRSGTLIKIFQASGKK.... Result: 0 (no interaction).